This data is from NCI-60 drug combinations with 297,098 pairs across 59 cell lines. The task is: Regression. Given two drug SMILES strings and cell line genomic features, predict the synergy score measuring deviation from expected non-interaction effect. (1) Cell line: SW-620. Drug 1: CC1C(C(CC(O1)OC2CC(OC(C2O)C)OC3=CC4=CC5=C(C(=O)C(C(C5)C(C(=O)C(C(C)O)O)OC)OC6CC(C(C(O6)C)O)OC7CC(C(C(O7)C)O)OC8CC(C(C(O8)C)O)(C)O)C(=C4C(=C3C)O)O)O)O. Drug 2: CC(C)CN1C=NC2=C1C3=CC=CC=C3N=C2N. Synergy scores: CSS=19.4, Synergy_ZIP=-2.63, Synergy_Bliss=-4.27, Synergy_Loewe=-1.49, Synergy_HSA=-0.964. (2) Drug 1: CC1=C(C(CCC1)(C)C)C=CC(=CC=CC(=CC(=O)O)C)C. Drug 2: CC1C(C(CC(O1)OC2CC(OC(C2O)C)OC3=CC4=CC5=C(C(=O)C(C(C5)C(C(=O)C(C(C)O)O)OC)OC6CC(C(C(O6)C)O)OC7CC(C(C(O7)C)O)OC8CC(C(C(O8)C)O)(C)O)C(=C4C(=C3C)O)O)O)O. Cell line: MCF7. Synergy scores: CSS=40.0, Synergy_ZIP=-3.15, Synergy_Bliss=-0.641, Synergy_Loewe=-7.65, Synergy_HSA=-0.359. (3) Drug 1: CC1CCC2CC(C(=CC=CC=CC(CC(C(=O)C(C(C(=CC(C(=O)CC(OC(=O)C3CCCCN3C(=O)C(=O)C1(O2)O)C(C)CC4CCC(C(C4)OC)O)C)C)O)OC)C)C)C)OC. Drug 2: C1CN1C2=NC(=NC(=N2)N3CC3)N4CC4. Cell line: OVCAR3. Synergy scores: CSS=29.9, Synergy_ZIP=-7.49, Synergy_Bliss=-2.56, Synergy_Loewe=-4.09, Synergy_HSA=-3.96. (4) Drug 1: CC1=C(C(CCC1)(C)C)C=CC(=CC=CC(=CC(=O)O)C)C. Drug 2: C1=NC(=NC(=O)N1C2C(C(C(O2)CO)O)O)N. Cell line: SK-OV-3. Synergy scores: CSS=2.41, Synergy_ZIP=-2.90, Synergy_Bliss=-1.29, Synergy_Loewe=-8.15, Synergy_HSA=-3.58.